Dataset: Catalyst prediction with 721,799 reactions and 888 catalyst types from USPTO. Task: Predict which catalyst facilitates the given reaction. (1) Reactant: Cl.CN(C)CCCN=C=NCC.ON1[C:18]2[CH:19]=[CH:20][CH:21]=[CH:22][C:17]=2N=N1.Cl.[CH3:24][C:25]1[CH:26]=[CH:27][C:28]([C@@H:31]([NH2:33])[CH3:32])=[N:29][CH:30]=1.C(N(CC)C(C)C)(C)C.[CH2:43]1[CH2:47][O:46][CH2:45][CH2:44]1. Product: [CH3:24][C:25]1[CH:26]=[CH:27][C:28]([C@@H:31]([NH:33][C:45]([C@H:44]2[CH2:43][C@@H:47]2[C:17]2[CH:22]=[CH:21][CH:20]=[CH:19][CH:18]=2)=[O:46])[CH3:32])=[N:29][CH:30]=1. The catalyst class is: 6. (2) Reactant: [OH:1][C:2]1[CH:11]=[CH:10][C:5]([C:6]([O:8][CH3:9])=[O:7])=[CH:4][C:3]=1[O:12][CH3:13].Br[CH2:15][CH2:16][Cl:17].C(=O)([O-])[O-].[K+].[K+]. Product: [Cl:17][CH2:16][CH2:15][O:1][C:2]1[CH:11]=[CH:10][C:5]([C:6]([O:8][CH3:9])=[O:7])=[CH:4][C:3]=1[O:12][CH3:13]. The catalyst class is: 10. (3) Reactant: [C:1]([O:5][C:6]([NH:8][CH:9]([C:11]([OH:13])=O)[CH3:10])=[O:7])([CH3:4])([CH3:3])[CH3:2].C(N(CC)CC)C.C(Cl)(=O)OCC(C)C.[NH2:29][C:30]1[CH:39]=[CH:38][C:33]([C:34]([O:36][CH3:37])=[O:35])=[CH:32][C:31]=1[S:40][CH2:41][CH2:42][C:43]([O:45][CH2:46][CH:47]([CH2:52][CH3:53])[CH2:48][CH2:49][CH2:50][CH3:51])=[O:44]. Product: [C:1]([O:5][C:6]([NH:8][C@H:9]([C:11]([NH:29][C:30]1[CH:39]=[CH:38][C:33]([C:34]([O:36][CH3:37])=[O:35])=[CH:32][C:31]=1[S:40][CH2:41][CH2:42][C:43]([O:45][CH2:46][CH:47]([CH2:52][CH3:53])[CH2:48][CH2:49][CH2:50][CH3:51])=[O:44])=[O:13])[CH3:10])=[O:7])([CH3:2])([CH3:3])[CH3:4]. The catalyst class is: 56. (4) Reactant: [CH3:1][N:2]([CH3:6])[CH2:3][CH2:4][OH:5].CC(C)([O-])C.[K+].[C:13]([O:17][C:18](=[O:29])[C:19]1[CH:24]=[CH:23][C:22](F)=[CH:21][C:20]=1[N+:26]([O-:28])=[O:27])([CH3:16])([CH3:15])[CH3:14].O. Product: [C:13]([O:17][C:18](=[O:29])[C:19]1[CH:24]=[CH:23][C:22]([O:5][CH2:4][CH2:3][N:2]([CH3:6])[CH3:1])=[CH:21][C:20]=1[N+:26]([O-:28])=[O:27])([CH3:16])([CH3:14])[CH3:15]. The catalyst class is: 7. (5) Reactant: [Li+].CCC[CH2-].[F:6][C:7]([F:21])([F:20])[S:8]([NH:11][C:12]1[CH:17]=[CH:16][CH:15]=[C:14]([O:18][CH3:19])[CH:13]=1)(=[O:10])=[O:9].[Br:22][C:23]1[CH:24]=[CH:25][C:26]2[N:27]([CH2:37][CH:38]3[CH2:40][O:39]3)[C:28]3[C:33]([C:34]=2[CH:35]=1)=[CH:32][C:31]([Br:36])=[CH:30][CH:29]=3. Product: [Br:22][C:23]1[CH:24]=[CH:25][C:26]2[N:27]([CH2:37][CH:38]([OH:39])[CH2:40][N:11]([C:12]3[CH:17]=[CH:16][CH:15]=[C:14]([O:18][CH3:19])[CH:13]=3)[S:8]([C:7]([F:20])([F:6])[F:21])(=[O:9])=[O:10])[C:28]3[C:33]([C:34]=2[CH:35]=1)=[CH:32][C:31]([Br:36])=[CH:30][CH:29]=3. The catalyst class is: 12. (6) Reactant: [CH3:1][C:2]1(C)[O:7][C:6]2[CH:8]=[CH:9][C:10]([C@@H:12]([OH:38])[CH2:13][NH:14][CH2:15][CH2:16][C:17]3[CH:37]=[CH:36][C:20]([O:21][CH2:22][CH2:23][O:24][CH2:25][C:26]4[CH:27]=[C:28]([NH:32][C:33]([NH2:35])=[O:34])[CH:29]=[CH:30][CH:31]=4)=[CH:19][CH:18]=3)=[CH:11][C:5]=2[CH2:4][O:3]1. Product: [C:2]([OH:7])(=[O:3])[CH3:1].[OH:38][C@H:12]([C:10]1[CH:9]=[CH:8][C:6]([OH:7])=[C:5]([CH2:4][OH:3])[CH:11]=1)[CH2:13][NH:14][CH2:15][CH2:16][C:17]1[CH:37]=[CH:36][C:20]([O:21][CH2:22][CH2:23][O:24][CH2:25][C:26]2[CH:27]=[C:28]([NH:32][C:33]([NH2:35])=[O:34])[CH:29]=[CH:30][CH:31]=2)=[CH:19][CH:18]=1. The catalyst class is: 86. (7) Product: [Br:32][C:29]1[S:28][C:27]([NH:26][C:16]([NH:17][S:9]([C:7]2[S:6][C:5]3[CH:13]=[CH:14][C:2]([CH3:1])=[CH:3][C:4]=3[CH:8]=2)(=[O:11])=[O:10])=[O:15])=[N:31][CH:30]=1. The catalyst class is: 10. Reactant: [CH3:1][C:2]1[CH:14]=[CH:13][C:5]2[S:6][C:7]([S:9](Cl)(=[O:11])=[O:10])=[CH:8][C:4]=2[CH:3]=1.[O-:15][C:16]#[N:17].[Na+].N1C=CC=CC=1.Br.[NH2:26][C:27]1[S:28][C:29]([Br:32])=[CH:30][N:31]=1. (8) Reactant: [CH2:1]([O:8][C:9]1[CH:14]=[C:13]([O:15][CH2:16][C:17]2[CH:22]=[CH:21][CH:20]=[CH:19][CH:18]=2)[CH:12]=[C:11]([OH:23])[C:10]=1[C:24](=[O:26])[CH3:25])[C:2]1[CH:7]=[CH:6][CH:5]=[CH:4][CH:3]=1.C(=O)([O-])[O-].[K+].[K+].F[C:34]1[CH:39]=[CH:38][C:37]([N+:40]([O-:42])=[O:41])=[CH:36][CH:35]=1. Product: [CH2:1]([O:8][C:9]1[CH:14]=[C:13]([O:15][CH2:16][C:17]2[CH:22]=[CH:21][CH:20]=[CH:19][CH:18]=2)[CH:12]=[C:11]([O:23][C:34]2[CH:39]=[CH:38][C:37]([N+:40]([O-:42])=[O:41])=[CH:36][CH:35]=2)[C:10]=1[C:24](=[O:26])[CH3:25])[C:2]1[CH:7]=[CH:6][CH:5]=[CH:4][CH:3]=1. The catalyst class is: 39. (9) The catalyst class is: 8. Reactant: [CH3:1][C:2]1[CH:7]=[CH:6][C:5]([N+:8]([O-:10])=[O:9])=[CH:4][C:3]=1[NH:11][C:12]1[N:17]=[C:16]([C:18]2[CH:19]=[N:20][CH:21]=[CH:22][CH:23]=2)[C:15](C(OCC)=O)=[CH:14][N:13]=1.C(=O)([O-])[O-].[K+].[K+].O. Product: [CH3:1][C:2]1[CH:7]=[CH:6][C:5]([N+:8]([O-:10])=[O:9])=[CH:4][C:3]=1[NH:11][C:12]1[N:17]=[C:16]([C:18]2[CH:19]=[N:20][CH:21]=[CH:22][CH:23]=2)[CH:15]=[CH:14][N:13]=1.